Dataset: Catalyst prediction with 721,799 reactions and 888 catalyst types from USPTO. Task: Predict which catalyst facilitates the given reaction. (1) Reactant: [F:1][C:2]([F:7])([F:6])[C:3]([OH:5])=[O:4].[NH2:8][C@H:9]([C:17]([N:19]1[CH2:46][CH2:45][CH2:44][C@H:20]1[C:21]([NH:23][CH2:24][CH2:25][CH2:26][NH:27][C:28]1[C:41]2[C:40](=[O:42])[C:39]3[C:34](=[CH:35][CH:36]=[CH:37][CH:38]=3)[C:33](=[O:43])[C:32]=2[CH:31]=[CH:30][CH:29]=1)=[O:22])=[O:18])[CH2:10][C:11]1[CH:16]=[CH:15][CH:14]=[CH:13][CH:12]=1.[CH2:47]([N:49](CC)CC)[CH3:48]. Product: [F:1][C:2]([F:7])([F:6])[C:3]([OH:5])=[O:4].[NH2:49][CH2:47][C:48]([NH:8][C@H:9]([C:17]([N:19]1[CH2:46][CH2:45][CH2:44][C@H:20]1[C:21]([NH:23][CH2:24][CH2:25][CH2:26][NH:27][C:28]1[C:41]2[C:40](=[O:42])[C:39]3[C:34](=[CH:35][CH:36]=[CH:37][CH:38]=3)[C:33](=[O:43])[C:32]=2[CH:31]=[CH:30][CH:29]=1)=[O:22])=[O:18])[CH2:10][C:11]1[CH:16]=[CH:15][CH:14]=[CH:13][CH:12]=1)=[O:4]. The catalyst class is: 1. (2) Reactant: C(N(CC)CC)C.[NH2:8][C:9]1[CH:14]=[CH:13][CH:12]=[C:11]([NH2:15])[N:10]=1.[F:16][C:17]1[CH:25]=[CH:24][C:20]([C:21](Cl)=[O:22])=[CH:19][CH:18]=1. Product: [NH2:15][C:11]1[N:10]=[C:9]([NH:8][C:21](=[O:22])[C:20]2[CH:24]=[CH:25][C:17]([F:16])=[CH:18][CH:19]=2)[CH:14]=[CH:13][CH:12]=1. The catalyst class is: 872. (3) Reactant: COC[O:4][C:5]1[C:6]([CH3:13])=[N:7][CH:8]=[CH:9][C:10]=1[CH:11]=[O:12].Cl.C([O-])([O-])=O.[K+].[K+]. Product: [OH:4][C:5]1[C:6]([CH3:13])=[N:7][CH:8]=[CH:9][C:10]=1[CH:11]=[O:12]. The catalyst class is: 1. (4) Reactant: [CH2:1]([C:9]1[C:10]([C:22]([F:25])([F:24])[F:23])=[C:11]2[C:15]3=[C:16]([CH2:18][NH:19][CH2:20][CH2:21][N:14]3[CH:13]=[CH:12]2)[CH:17]=1)[CH2:2][C:3]1[CH:8]=[CH:7][CH:6]=[CH:5][CH:4]=1.[C:26]([O:29][CH2:30][C:31](Cl)=[O:32])(=[O:28])[CH3:27].C(N(C(C)C)CC)(C)C. Product: [C:26]([O:29][CH2:30][C:31](=[O:32])[CH:20]1[NH:19][CH2:18][C:16]2=[C:15]3[C:11](=[C:10]([C:22]([F:25])([F:24])[F:23])[C:9]([CH2:1][CH2:2][C:3]4[CH:4]=[CH:5][CH:6]=[CH:7][CH:8]=4)=[CH:17]2)[CH:12]=[CH:13][N:14]3[CH2:21]1)(=[O:28])[CH3:27]. The catalyst class is: 2. (5) Reactant: [CH2:1]([N:8]1[CH2:14][CH2:13][CH2:12][CH2:11][CH:10]([CH2:15][OH:16])[CH2:9]1)[C:2]1[CH:7]=[CH:6][CH:5]=[CH:4][CH:3]=1.[CH3:17][C:18]1[CH:19]=[C:20](O)[CH:21]=[CH:22][C:23]=1[F:24].CC(OC(/N=N/C(OC(C)C)=O)=O)C. Product: [CH2:1]([N:8]1[CH2:14][CH2:13][CH2:12][CH2:11][CH:10]([CH2:15][O:16][C:20]2[CH:21]=[CH:22][C:23]([F:24])=[C:18]([CH3:17])[CH:19]=2)[CH2:9]1)[C:2]1[CH:7]=[CH:6][CH:5]=[CH:4][CH:3]=1. The catalyst class is: 2. (6) Reactant: C([O:8][CH2:9][CH:10]([CH2:25][O:26]CC1C=CC=CC=1)[O:11][C:12]1[CH:17]=[CH:16][C:15]([C:18]2[CH:23]=[CH:22][C:21]([OH:24])=[CH:20][CH:19]=2)=[CH:14][CH:13]=1)C1C=CC=CC=1.C. Product: [OH:24][C:21]1[CH:22]=[CH:23][C:18]([C:15]2[CH:16]=[CH:17][C:12]([O:11][CH:10]([CH2:9][OH:8])[CH2:25][OH:26])=[CH:13][CH:14]=2)=[CH:19][CH:20]=1. The catalyst class is: 312. (7) Reactant: [C:1]([C:5]1[CH:9]=[C:8]([NH:10][C:11]([NH:13][C:14]2[CH:19]=[CH:18][C:17]([Cl:20])=[CH:16][CH:15]=2)=[O:12])[N:7]([C:21]2[CH:22]=[C:23]([CH:29]=[CH:30][CH:31]=2)C(OCC)=O)[N:6]=1)([CH3:4])([CH3:3])[CH3:2].[CH3:32][Mg]Br.[CH2:35]1[CH2:39][O:38]CC1. Product: [C:1]([C:5]1[CH:9]=[C:8]([NH:10][C:11]([NH:13][C:14]2[CH:15]=[CH:16][C:17]([Cl:20])=[CH:18][CH:19]=2)=[O:12])[N:7]([C:21]2[CH:31]=[CH:30][CH:29]=[C:23]([C:39]([OH:38])([CH3:35])[CH3:32])[CH:22]=2)[N:6]=1)([CH3:4])([CH3:3])[CH3:2]. The catalyst class is: 11. (8) Reactant: F[C:2]1[N:7]=[C:6]2[N:8]([CH2:18][C:19]3[CH:24]=[CH:23][C:22]([O:25][CH3:26])=[CH:21][CH:20]=3)[N:9]=[C:10]([C:11]([O:13][C:14]([CH3:17])([CH3:16])[CH3:15])=[O:12])[C:5]2=[CH:4][CH:3]=1.[CH3:27][O:28][C:29]1[CH:36]=[CH:35][C:32]([CH2:33][NH2:34])=[CH:31][CH:30]=1. Product: [CH3:26][O:25][C:22]1[CH:23]=[CH:24][C:19]([CH2:18][N:8]2[C:6]3=[N:7][C:2]([NH:34][CH2:33][C:32]4[CH:35]=[CH:36][C:29]([O:28][CH3:27])=[CH:30][CH:31]=4)=[CH:3][CH:4]=[C:5]3[C:10]([C:11]([O:13][C:14]([CH3:17])([CH3:16])[CH3:15])=[O:12])=[N:9]2)=[CH:20][CH:21]=1. The catalyst class is: 179. (9) Reactant: [CH3:1][O:2][C:3]1[CH:4]=[C:5]2[C:9](=[CH:10][CH:11]=1)[N:8]=[C:7]([CH3:12])[C:6]2([CH3:14])[CH3:13].[N+:15]([C:18]1[CH:19]=[C:20]([CH:23]=[C:24]([N+:26]([O-:28])=[O:27])[CH:25]=1)[CH2:21][I:22])([O-:17])=[O:16]. Product: [I-:22].[N+:15]([C:18]1[CH:19]=[C:20]([CH:23]=[C:24]([N+:26]([O-:28])=[O:27])[CH:25]=1)[CH2:21][N+:8]1[C:9]2[C:5](=[CH:4][C:3]([O:2][CH3:1])=[CH:11][CH:10]=2)[C:6]([CH3:14])([CH3:13])[C:7]=1[CH3:12])([O-:17])=[O:16]. The catalyst class is: 262. (10) Reactant: [NH2:1][C:2]1[CH:10]=[C:9]2[C:5]([CH2:6][O:7][C:8]2=[C:11]2[C:19]3[C:14](=[CH:15][CH:16]=[CH:17][CH:18]=3)[NH:13][C:12]2=[O:20])=[CH:4][CH:3]=1.C(N(CC)C(C)C)(C)C.[CH:30]1([C:33](Cl)=[O:34])[CH2:32][CH2:31]1. Product: [O:20]=[C:12]1[C:11](=[C:8]2[C:9]3[C:5](=[CH:4][CH:3]=[C:2]([NH:1][C:33]([CH:30]4[CH2:32][CH2:31]4)=[O:34])[CH:10]=3)[CH2:6][O:7]2)[C:19]2[C:14](=[CH:15][CH:16]=[CH:17][CH:18]=2)[NH:13]1. The catalyst class is: 1.